Dataset: Forward reaction prediction with 1.9M reactions from USPTO patents (1976-2016). Task: Predict the product of the given reaction. (1) Given the reactants Br[C:2]1[S:6][C:5]([C:7]2[CH:12]=[C:11]([C:13]3[CH:18]=[CH:17][C:16]([Cl:19])=[C:15]([Cl:20])[CH:14]=3)[CH:10]=[C:9]([CH3:21])[N:8]=2)=[CH:4][CH:3]=1.[NH2:22][C:23]1[CH:28]=[CH:27][C:26](B2OC(C)(C)C(C)(C)O2)=[CH:25][N:24]=1, predict the reaction product. The product is: [Cl:20][C:15]1[CH:14]=[C:13]([C:11]2[CH:10]=[C:9]([CH3:21])[N:8]=[C:7]([C:5]3[S:6][C:2]([C:26]4[CH:27]=[CH:28][C:23]([NH2:22])=[N:24][CH:25]=4)=[CH:3][CH:4]=3)[CH:12]=2)[CH:18]=[CH:17][C:16]=1[Cl:19]. (2) Given the reactants [CH3:1][O:2][C:3]1[C:10]([O:11][CH2:12][O:13][CH2:14][CH2:15][Si:16]([CH3:19])([CH3:18])[CH3:17])=[CH:9][C:6]([CH:7]=[O:8])=[C:5]([Sn:20]([CH3:23])([CH3:22])[CH3:21])[CH:4]=1.[BH4-].[Na+], predict the reaction product. The product is: [CH3:1][O:2][C:3]1[C:10]([O:11][CH2:12][O:13][CH2:14][CH2:15][Si:16]([CH3:17])([CH3:18])[CH3:19])=[CH:9][C:6]([CH2:7][OH:8])=[C:5]([Sn:20]([CH3:21])([CH3:23])[CH3:22])[CH:4]=1. (3) Given the reactants FC(F)(F)S(O[C:7]1[CH:8]2[CH2:15][CH2:14][CH:11]([C:12]=1[CH3:13])[N:10]([C:16]1[CH:21]=[CH:20][C:19]([O:22][CH3:23])=[CH:18][CH:17]=1)[CH2:9]2)(=O)=O.[C:26]([O-])(=O)C.[K+].Cl[C:32]1[N:37]=[C:36]2[N:38]([CH3:46])[C:39](=[O:45])[N:40]([CH2:41][CH:42]3[CH2:44][CH2:43]3)[C:35]2=[CH:34][CH:33]=1.C([O-])([O-])=O.[Cs+].[Cs+], predict the reaction product. The product is: [CH3:26][C:42]([CH3:43])([CH3:44])[CH2:41][N:40]1[C:35]2[C:36](=[N:37][C:32]([C:7]3[CH:8]4[CH2:15][CH2:14][CH:11]([C:12]=3[CH3:13])[N:10]([C:16]3[CH:21]=[CH:20][C:19]([O:22][CH3:23])=[CH:18][CH:17]=3)[CH2:9]4)=[CH:33][CH:34]=2)[N:38]([CH3:46])[C:39]1=[O:45].